From a dataset of Reaction yield outcomes from USPTO patents with 853,638 reactions. Predict the reaction yield, written as a fraction of the theoretical maximum amount of product (1.0 means a 100% yield; for example, 0.34 means a 34% yield). (1) The reactants are [Cl:1][C:2]1[CH:7]=[CH:6][C:5]([F:8])=[CH:4][C:3]=1[O:9][CH3:10].[N+:11]([O-])([O-:13])=[O:12].[K+]. The catalyst is OS(O)(=O)=O. The product is [Cl:1][C:2]1[CH:7]=[C:6]([N+:11]([O-:13])=[O:12])[C:5]([F:8])=[CH:4][C:3]=1[O:9][CH3:10]. The yield is 0.860. (2) The reactants are [Cl-].[OH:2][CH2:3][C:4]1[CH:29]=[CH:28][C:7]([CH2:8][P+](C2C=CC=CC=2)(C2C=CC=CC=2)C2C=CC=CC=2)=[CH:6][CH:5]=1.[CH:30]([C:32]1[N:37]=[CH:36][C:35]([N:38]2[CH2:43][CH2:42][N:41]([C:44]([O:46][C:47]([CH3:50])([CH3:49])[CH3:48])=[O:45])[CH2:40][CH2:39]2)=[CH:34][CH:33]=1)=O.O1CCCC1.CC(C)([O-])C.[K+]. The catalyst is O. The product is [OH:2][CH2:3][C:4]1[CH:5]=[CH:6][C:7]([CH:8]=[CH:30][C:32]2[N:37]=[CH:36][C:35]([N:38]3[CH2:43][CH2:42][N:41]([C:44]([O:46][C:47]([CH3:50])([CH3:49])[CH3:48])=[O:45])[CH2:40][CH2:39]3)=[CH:34][CH:33]=2)=[CH:28][CH:29]=1. The yield is 0.715.